This data is from Forward reaction prediction with 1.9M reactions from USPTO patents (1976-2016). The task is: Predict the product of the given reaction. (1) Given the reactants [CH:1]1[CH:2]=[CH:3][C:4]2[NH:11][C:9](=[O:10])[CH:8]=[C:7]([CH2:12][CH:13]([NH:17][C:18]([C:20]3[CH:21]=[CH:22][C:23]([Cl:26])=[CH:24][CH:25]=3)=[O:19])[C:14]([OH:16])=[O:15])[C:5]=2[CH:6]=1.Cl.[CH2:28](N(CC)CCCl)[C:29]1[CH:34]=[CH:33][CH:32]=[CH:31][CH:30]=1, predict the reaction product. The product is: [Cl:26][C:23]1[CH:24]=[CH:25][C:20]([C:18]([NH:17][CH:13]([CH2:12][C:7]2[C:5]3[C:4](=[CH:3][CH:2]=[CH:1][CH:6]=3)[NH:11][C:9](=[O:10])[CH:8]=2)[C:14]([O:16][CH2:8][CH2:9][NH:11][CH2:4][CH2:3][CH2:28][C:29]2[CH:30]=[CH:31][CH:32]=[CH:33][CH:34]=2)=[O:15])=[O:19])=[CH:21][CH:22]=1. (2) Given the reactants [Cl:1][C:2]1[CH:3]=[C:4]2[C:12](=[C:13]([NH:15][C:16]([CH:18]3[N:23]([CH2:24][C:25](O)=[O:26])[CH2:22][C:21]([CH3:29])([CH3:28])[O:20][CH2:19]3)=[O:17])[CH:14]=1)[NH:11][C:10]1[CH:9]=[N:8][CH:7]=[CH:6][C:5]2=1.[CH3:30][CH:31]1[O:36][CH:35]([CH3:37])[CH2:34][NH:33][CH2:32]1, predict the reaction product. The product is: [Cl:1][C:2]1[CH:3]=[C:4]2[C:12](=[C:13]([NH:15][C:16]([CH:18]3[CH2:19][O:20][C:21]([CH3:29])([CH3:28])[CH2:22][N:23]3[CH2:24][C:25]([N:33]3[CH2:32][CH:31]([CH3:30])[O:36][CH:35]([CH3:37])[CH2:34]3)=[O:26])=[O:17])[CH:14]=1)[NH:11][C:10]1[CH:9]=[N:8][CH:7]=[CH:6][C:5]2=1. (3) Given the reactants [CH2:1]([C:3]1[C:8]([OH:9])=[CH:7][C:6]([OH:10])=[CH:5][C:4]=1[CH2:11][C:12]([O:14][CH3:15])=[O:13])[CH3:2].[OH:16][C:17]1[CH:18]=[C:19]([CH:23]=[CH:24][C:25]=1[O:26][CH3:27])[C:20]([OH:22])=O, predict the reaction product. The product is: [CH2:1]([C:3]1[C:8]([OH:9])=[CH:7][C:6]([OH:10])=[C:5]([C:20](=[O:22])[C:19]2[CH:23]=[CH:24][C:25]([O:26][CH3:27])=[C:17]([OH:16])[CH:18]=2)[C:4]=1[CH2:11][C:12]([O:14][CH3:15])=[O:13])[CH3:2]. (4) The product is: [NH2:16][C:9]1[CH:10]=[C:11]([C:12]([F:15])([F:13])[F:14])[C:6]([C:2]([CH3:5])([CH3:1])[CH2:3][OH:4])=[N:7][CH:8]=1. Given the reactants [CH3:1][C:2]([C:6]1[C:11]([C:12]([F:15])([F:14])[F:13])=[CH:10][C:9]([N+:16]([O-])=O)=[CH:8][N:7]=1)([CH3:5])[CH:3]=[O:4].CC(=O)OCC, predict the reaction product. (5) The product is: [NH2:9][C:8]([NH2:10])=[N:7][C:26]([C:18]1[CH:17]=[CH:16][C:15]2[C:14]3[C:22](=[CH:23][CH:24]=[C:12]([CH3:11])[CH:13]=3)[C:21](=[O:25])[C:20]=2[CH:19]=1)=[O:27]. Given the reactants C[O-].[Na+].CO.Cl.[NH2:7][C:8]([NH2:10])=[NH:9].[CH3:11][C:12]1[CH:13]=[C:14]2[C:22](=[CH:23][CH:24]=1)[C:21](=[O:25])[C:20]1[CH:19]=[C:18]([C:26](OCC)=[O:27])[CH:17]=[CH:16][C:15]2=1, predict the reaction product. (6) Given the reactants [OH:1][C@H:2]1[CH2:7][CH2:6][CH2:5][CH2:4][C@@H:3]1[N:8]1[C:17](=[O:18])[C:16]2[C:11](=[C:12]3[CH:24]=[CH:23]C=[CH:21][C:13]3=[C:14]([CH:19]=[O:20])[CH:15]=2)[N:10]=[CH:9]1.[NH2:25]C1C2C(=CC=CC=2)C(Br)=CC=1C(OC)=O, predict the reaction product. The product is: [OH:1][C@H:2]1[CH2:7][CH2:6][CH2:5][CH2:4][C@@H:3]1[N:8]1[C:17](=[O:18])[C:16]2[C:11](=[C:12]3[CH:24]=[CH:23][N:25]=[CH:21][C:13]3=[C:14]([CH:19]=[O:20])[CH:15]=2)[N:10]=[CH:9]1. (7) Given the reactants [Br:1][C:2]1[CH:10]=[C:9]2[C:5]([C:6]([SH:17])=[N:7][N:8]2[C:11]2[CH:16]=[CH:15][CH:14]=[CH:13][CH:12]=2)=[CH:4][CH:3]=1.[C:18]([O-])([O-])=O.[Cs+].[Cs+].IC, predict the reaction product. The product is: [Br:1][C:2]1[CH:10]=[C:9]2[C:5]([C:6]([S:17][CH3:18])=[N:7][N:8]2[C:11]2[CH:16]=[CH:15][CH:14]=[CH:13][CH:12]=2)=[CH:4][CH:3]=1. (8) Given the reactants [Li+].[F:2][C:3]([F:23])([F:22])[C:4]1[CH:9]=[CH:8][C:7]([N:10]2[CH2:15][CH2:14][N:13]([CH2:16][CH2:17][CH2:18][C:19]([O-])=[O:20])[CH2:12][CH2:11]2)=[CH:6][CH:5]=1.C(N(C(C)C)CC)(C)C.F[P-](F)(F)(F)(F)F.CN(C)C(ON1C2C=CC=CC=2N=N1)=[N+](C)C.Cl.[NH:58]1[CH2:63][CH2:62][CH:61]([NH:64][C:65]2[CH:70]=[CH:69][CH:68]=[C:67]([C:71]([F:74])([F:73])[F:72])[CH:66]=2)[CH2:60][CH2:59]1, predict the reaction product. The product is: [F:74][C:71]([F:72])([F:73])[C:67]1[CH:66]=[C:65]([NH:64][CH:61]2[CH2:60][CH2:59][N:58]([C:19](=[O:20])[CH2:18][CH2:17][CH2:16][N:13]3[CH2:14][CH2:15][N:10]([C:7]4[CH:8]=[CH:9][C:4]([C:3]([F:23])([F:2])[F:22])=[CH:5][CH:6]=4)[CH2:11][CH2:12]3)[CH2:63][CH2:62]2)[CH:70]=[CH:69][CH:68]=1. (9) The product is: [ClH:46].[NH2:37][C@@H:29]([CH2:30][C:31]1[CH:36]=[CH:35][CH:34]=[CH:33][N:32]=1)[C:28]([N:25]1[CH2:24][CH2:23][CH:22]([N:13]2[N:12]=[C:11]([C:5]3[CH:6]=[CH:7][C:8]([O:9][CH3:10])=[C:3]([O:2][CH3:1])[CH:4]=3)[C@@H:20]3[C@@H:15]([CH2:16][CH2:17][CH2:18][CH2:19]3)[C:14]2=[O:21])[CH2:27][CH2:26]1)=[O:45]. Given the reactants [CH3:1][O:2][C:3]1[CH:4]=[C:5]([C:11]2[C@@H:20]3[C@@H:15]([CH2:16][CH2:17][CH2:18][CH2:19]3)[C:14](=[O:21])[N:13]([CH:22]3[CH2:27][CH2:26][N:25]([C:28](=[O:45])[C@@H:29]([NH:37]C(=O)OC(C)(C)C)[CH2:30][C:31]4[CH:36]=[CH:35][CH:34]=[CH:33][N:32]=4)[CH2:24][CH2:23]3)[N:12]=2)[CH:6]=[CH:7][C:8]=1[O:9][CH3:10].[ClH:46], predict the reaction product. (10) Given the reactants [O:1]1[CH2:6][CH2:5][CH:4]([O:7][CH2:8][CH2:9][O:10][C:11]2[CH:16]=[CH:15][C:14]([NH2:17])=[CH:13][CH:12]=2)[CH2:3][CH2:2]1.[CH3:18][C:19]1([C:24]2[CH:34]=[CH:33][C:27]([C:28]([O:30][CH2:31][CH3:32])=[O:29])=[CH:26][C:25]=2OS(C(F)(F)F)(=O)=O)[O:23][CH2:22][CH2:21][O:20]1, predict the reaction product. The product is: [CH3:18][C:19]1([C:24]2[CH:34]=[CH:33][C:27]([C:28]([O:30][CH2:31][CH3:32])=[O:29])=[CH:26][C:25]=2[NH:17][C:14]2[CH:13]=[CH:12][C:11]([O:10][CH2:9][CH2:8][O:7][CH:4]3[CH2:5][CH2:6][O:1][CH2:2][CH2:3]3)=[CH:16][CH:15]=2)[O:20][CH2:21][CH2:22][O:23]1.